Dataset: Peptide-MHC class I binding affinity with 185,985 pairs from IEDB/IMGT. Task: Regression. Given a peptide amino acid sequence and an MHC pseudo amino acid sequence, predict their binding affinity value. This is MHC class I binding data. (1) The peptide sequence is RINEEKHEK. The MHC is HLA-A68:01 with pseudo-sequence HLA-A68:01. The binding affinity (normalized) is 0.149. (2) The peptide sequence is VFSDGRVAC. The MHC is HLA-A68:01 with pseudo-sequence HLA-A68:01. The binding affinity (normalized) is 0. (3) The peptide sequence is GILIYDDNI. The MHC is HLA-A68:02 with pseudo-sequence HLA-A68:02. The binding affinity (normalized) is 0.0371. (4) The peptide sequence is LDFVRFMGV. The MHC is HLA-A33:01 with pseudo-sequence HLA-A33:01. The binding affinity (normalized) is 0.151. (5) The peptide sequence is IYTDEVYDY. The MHC is HLA-A31:01 with pseudo-sequence HLA-A31:01. The binding affinity (normalized) is 0.0847.